This data is from Forward reaction prediction with 1.9M reactions from USPTO patents (1976-2016). The task is: Predict the product of the given reaction. (1) The product is: [Cl-:34].[CH2:1]([C@@H:8]1[C@@H:16]([CH2:17][C:18]2[CH:23]=[CH:22][CH:21]=[CH:20][CH:19]=2)[C@H:15]([CH3:24])[O:14][C:13](=[O:25])[C@@H:12]([NH3+:26])[CH2:11][O:10][CH2:9]1)[C:2]1[CH:7]=[CH:6][CH:5]=[CH:4][CH:3]=1. Given the reactants [CH2:1]([C@@H:8]1[C@@H:16]([CH2:17][C:18]2[CH:23]=[CH:22][CH:21]=[CH:20][CH:19]=2)[C@H:15]([CH3:24])[O:14][C:13](=[O:25])[C@@H:12]([NH:26]C(=O)OC(C)(C)C)[CH2:11][O:10][CH2:9]1)[C:2]1[CH:7]=[CH:6][CH:5]=[CH:4][CH:3]=1.[ClH:34], predict the reaction product. (2) Given the reactants Br[CH2:2][C:3]1[CH:8]=[CH:7][C:6]([C:9]([OH:18])([C:14]([F:17])([F:16])[F:15])[C:10]([F:13])([F:12])[F:11])=[CH:5][CH:4]=1.[F:19][C:20]1[CH:25]=[C:24]([C:26]([N:28]2[CH2:33][CH2:32][NH:31][CH2:30][CH2:29]2)=[O:27])[CH:23]=[CH:22][C:21]=1[NH:34][C:35](=[O:44])[NH:36][CH2:37][C:38]1([C:41]([NH2:43])=[O:42])[CH2:40][CH2:39]1.C(=O)([O-])[O-].[K+].[K+], predict the reaction product. The product is: [F:19][C:20]1[CH:25]=[C:24]([C:26]([N:28]2[CH2:33][CH2:32][N:31]([CH2:2][C:3]3[CH:8]=[CH:7][C:6]([C:9]([OH:18])([C:14]([F:17])([F:16])[F:15])[C:10]([F:13])([F:12])[F:11])=[CH:5][CH:4]=3)[CH2:30][CH2:29]2)=[O:27])[CH:23]=[CH:22][C:21]=1[NH:34][C:35](=[O:44])[NH:36][CH2:37][C:38]1([C:41]([NH2:43])=[O:42])[CH2:40][CH2:39]1. (3) Given the reactants Cl.[N+](C1C=CC([O:11][C:12](=O)[NH:13][C:14]2[CH:19]=[CH:18][CH:17]=[C:16]([CH:20]3[C:29]4[C:24](=[C:25]([Cl:31])[CH:26]=[C:27]([Cl:30])[CH:28]=4)[CH2:23][N:22]([CH3:32])[CH2:21]3)[CH:15]=2)=CC=1)([O-])=O.[NH2:34][CH2:35][CH2:36][OH:37], predict the reaction product. The product is: [Cl:30][C:27]1[CH:28]=[C:29]2[C:24](=[C:25]([Cl:31])[CH:26]=1)[CH2:23][N:22]([CH3:32])[CH2:21][CH:20]2[C:16]1[CH:15]=[C:14]([NH:13][C:12]([NH:34][CH2:35][CH2:36][OH:37])=[O:11])[CH:19]=[CH:18][CH:17]=1.